Dataset: Forward reaction prediction with 1.9M reactions from USPTO patents (1976-2016). Task: Predict the product of the given reaction. (1) Given the reactants [Cl:1][C:2]1[CH:3]=[C:4]([OH:9])[CH:5]=[N:6][C:7]=1[Cl:8].[Cl:10][C:11]1[C:12](F)=[CH:13][C:14]([F:24])=[C:15]([CH:23]=1)[C:16]([O:18][C:19]([CH3:22])([CH3:21])[CH3:20])=[O:17].C(=O)([O-])[O-].[K+].[K+], predict the reaction product. The product is: [Cl:10][C:11]1[C:12]([O:9][C:4]2[CH:5]=[N:6][C:7]([Cl:8])=[C:2]([Cl:1])[CH:3]=2)=[CH:13][C:14]([F:24])=[C:15]([CH:23]=1)[C:16]([O:18][C:19]([CH3:20])([CH3:21])[CH3:22])=[O:17]. (2) Given the reactants [CH3:1][C:2]1[CH:3]=[CH:4][C:5]([OH:24])=[C:6]([C@@H:8]([C:18]2[CH:19]=[CH:20][CH:21]=[CH:22][CH:23]=2)[CH2:9][CH2:10][N:11]([CH:15]([CH3:17])[CH3:16])[CH:12]([CH3:14])[CH3:13])[CH:7]=1.[C:25]([OH:33])(=[O:32])[C:26]1[CH:31]=[CH:30][CH:29]=[CH:28][CH:27]=1, predict the reaction product. The product is: [CH3:1][C:2]1[CH:3]=[CH:4][C:5]([OH:24])=[C:6]([C@@H:8]([C:18]2[CH:19]=[CH:20][CH:21]=[CH:22][CH:23]=2)[CH2:9][CH2:10][N:11]([CH:12]([CH3:14])[CH3:13])[CH:15]([CH3:16])[CH3:17])[CH:7]=1.[C:25]([O-:33])(=[O:32])[C:26]1[CH:31]=[CH:30][CH:29]=[CH:28][CH:27]=1.